From a dataset of Forward reaction prediction with 1.9M reactions from USPTO patents (1976-2016). Predict the product of the given reaction. Given the reactants [F:1][C:2]1[CH:3]=[C:4]([CH:49]=[CH:50][CH:51]=1)[CH2:5][N:6]1[CH:10]=[C:9]([C:11]2[C:19]3[C:14](=[N:15][CH:16]=[C:17]([C:20]4[CH:25]=[CH:24][C:23]([CH:26]5[CH2:31][CH2:30][N:29](C(OC(C)(C)C)=O)[CH2:28][CH2:27]5)=[CH:22][CH:21]=4)[CH:18]=3)[N:13]([S:39]([C:42]3[CH:48]=[CH:47][C:45]([CH3:46])=[CH:44][CH:43]=3)(=[O:41])=[O:40])[CH:12]=2)[CH:8]=[N:7]1.[ClH:52], predict the reaction product. The product is: [ClH:52].[F:1][C:2]1[CH:3]=[C:4]([CH:49]=[CH:50][CH:51]=1)[CH2:5][N:6]1[CH:10]=[C:9]([C:11]2[C:19]3[C:14](=[N:15][CH:16]=[C:17]([C:20]4[CH:21]=[CH:22][C:23]([CH:26]5[CH2:27][CH2:28][NH:29][CH2:30][CH2:31]5)=[CH:24][CH:25]=4)[CH:18]=3)[N:13]([S:39]([C:42]3[CH:43]=[CH:44][C:45]([CH3:46])=[CH:47][CH:48]=3)(=[O:40])=[O:41])[CH:12]=2)[CH:8]=[N:7]1.